This data is from Forward reaction prediction with 1.9M reactions from USPTO patents (1976-2016). The task is: Predict the product of the given reaction. (1) Given the reactants [F:1][C:2]1[CH:7]=[CH:6][C:5]([S:8]([CH:11]2[CH2:16][CH2:15][N:14](C(OC(C)(C)C)=O)[CH2:13][CH2:12]2)(=[O:10])=[O:9])=[CH:4][CH:3]=1.[ClH:24], predict the reaction product. The product is: [F:1][C:2]1[CH:3]=[CH:4][C:5]([S:8]([CH:11]2[CH2:16][CH2:15][NH:14][CH2:13][CH2:12]2)(=[O:9])=[O:10])=[CH:6][CH:7]=1.[ClH:24]. (2) Given the reactants FC(F)(F)C1C=C(NC(=O)NC2C=CC(C3SC(CCC(OC)=O)=NC=3)=CC=2)C=CC=1.[NH2:32][C:33]1[CH:38]=[CH:37][C:36]([C:39]2[S:43][C:42]([CH:44]3[CH2:49][CH2:48][CH:47]([C:50]([O:52][CH3:53])=[O:51])[CH2:46][CH2:45]3)=[N:41][CH:40]=2)=[CH:35][CH:34]=1.[N:54]([C:57]1[CH:62]=[CH:61][C:60]([F:63])=[C:59]([F:64])[C:58]=1[F:65])=[C:55]=[O:56], predict the reaction product. The product is: [F:65][C:58]1[C:59]([F:64])=[C:60]([F:63])[CH:61]=[CH:62][C:57]=1[NH:54][C:55](=[O:56])[NH:32][C:33]1[CH:34]=[CH:35][C:36]([C:39]2[S:43][C:42]([CH:44]3[CH2:45][CH2:46][CH:47]([C:50]([O:52][CH3:53])=[O:51])[CH2:48][CH2:49]3)=[N:41][CH:40]=2)=[CH:37][CH:38]=1. (3) Given the reactants [O:1]=[C:2]1[CH2:7][CH2:6][N:5]([C:8]([O:10][C:11]([CH3:14])([CH3:13])[CH3:12])=[O:9])[CH2:4][CH2:3]1.[CH3:15]C(C)([O-])C.[K+].[I-].C[S+](C)(C)=O, predict the reaction product. The product is: [O:1]1[C:2]2([CH2:3][CH2:4][N:5]([C:8]([O:10][C:11]([CH3:14])([CH3:13])[CH3:12])=[O:9])[CH2:6][CH2:7]2)[CH2:15]1. (4) The product is: [Cl:1][C:2]1[CH:7]=[CH:6][CH:5]=[CH:4][C:3]=1[N:8]1[C:16]2[C:11](=[CH:12][CH:13]=[CH:14][CH:15]=2)[C:10]([NH:17][C:22](=[O:23])[C:21]2[CH:25]=[CH:26][CH:27]=[CH:28][C:20]=2[C:19]([F:18])([F:29])[F:30])=[N:9]1. Given the reactants [Cl:1][C:2]1[CH:7]=[CH:6][CH:5]=[CH:4][C:3]=1[N:8]1[C:16]2[C:11](=[CH:12][CH:13]=[CH:14][CH:15]=2)[C:10]([NH2:17])=[N:9]1.[F:18][C:19]([F:30])([F:29])[C:20]1[CH:28]=[CH:27][CH:26]=[CH:25][C:21]=1[C:22](Cl)=[O:23].C(N(CC)CC)C, predict the reaction product. (5) Given the reactants [CH2:1]([NH:3][C:4]1[CH:9]=[C:8]([O:10][CH3:11])[C:7]([O:12][CH3:13])=[CH:6][C:5]=1[CH:14]1[CH2:23][CH2:22][C:21]2[CH:20]=[C:19]([O:24]C(=O)C(C)(C)C)[CH:18]=[CH:17][C:16]=2[CH2:15]1)[CH3:2].Cl.[N:32]1([CH2:39][C:40]2[CH:48]=[CH:47][C:43]([C:44](O)=O)=[CH:42][CH:41]=2)[CH2:38][CH2:37][CH2:36][CH2:35][CH2:34][CH2:33]1, predict the reaction product. The product is: [N:32]1([CH2:39][C:40]2[CH:48]=[CH:47][C:43]([CH2:44][CH2:2][CH2:1][NH:3][C:4]3[CH:9]=[C:8]([O:10][CH3:11])[C:7]([O:12][CH3:13])=[CH:6][C:5]=3[CH:14]3[CH2:23][CH2:22][C:21]4[CH:20]=[C:19]([OH:24])[CH:18]=[CH:17][C:16]=4[CH2:15]3)=[CH:42][CH:41]=2)[CH2:38][CH2:37][CH2:36][CH2:35][CH2:34][CH2:33]1.